From a dataset of Full USPTO retrosynthesis dataset with 1.9M reactions from patents (1976-2016). Predict the reactants needed to synthesize the given product. The reactants are: [CH3:1][N:2]1[C:15]2[C:10](=[CH:11][CH:12]=[CH:13][CH:14]=2)[C:4]2([CH2:9][CH2:8][NH:7][CH2:6][CH2:5]2)[CH2:3]1.Br[CH2:17][C:18]1[CH:41]=[CH:40][C:21]([CH2:22][O:23][C:24]2[CH:29]=[CH:28][C:27]([C@@H:30]([C:37]#[C:38][CH3:39])[CH2:31][C:32]([O:34][CH2:35][CH3:36])=[O:33])=[CH:26][CH:25]=2)=[CH:20][CH:19]=1.C([O-])([O-])=O.[Cs+].[Cs+]. Given the product [CH3:1][N:2]1[C:15]2[C:10](=[CH:11][CH:12]=[CH:13][CH:14]=2)[C:4]2([CH2:5][CH2:6][N:7]([CH2:17][C:18]3[CH:19]=[CH:20][C:21]([CH2:22][O:23][C:24]4[CH:29]=[CH:28][C:27]([C@@H:30]([C:37]#[C:38][CH3:39])[CH2:31][C:32]([O:34][CH2:35][CH3:36])=[O:33])=[CH:26][CH:25]=4)=[CH:40][CH:41]=3)[CH2:8][CH2:9]2)[CH2:3]1, predict the reactants needed to synthesize it.